From a dataset of Forward reaction prediction with 1.9M reactions from USPTO patents (1976-2016). Predict the product of the given reaction. (1) Given the reactants [C:1]([O:10]C)(=O)[C:2]1[C:3](=[CH:5][CH:6]=[CH:7][CH:8]=1)[SH:4].[C:12]([C:14]1[CH:19]=[C:18]([CH3:20])[CH:17]=[CH:16][N:15]=1)#[N:13].C(N(CC)CC)C, predict the reaction product. The product is: [CH3:20][C:18]1[CH:17]=[CH:16][N:15]=[C:14]([C:12]2[S:4][C:3]3[CH:5]=[CH:6][CH:7]=[CH:8][C:2]=3[C:1](=[O:10])[N:13]=2)[CH:19]=1. (2) Given the reactants [Cl-].[C:2]([PH:6][C:7]([CH3:10])([CH3:9])[CH3:8])([CH3:5])([CH3:4])[CH3:3].[H-].[H-].[H-].[H-].[Li+].[Al+3], predict the reaction product. The product is: [C:2]([PH:6][C:7]([CH3:10])([CH3:9])[CH3:8])([CH3:5])([CH3:4])[CH3:3]. (3) Given the reactants C1N(CCCS(O)(=O)=O)CCOC1.[CH3:14][C@H:15]1[C:22]([S:23][C@@H:24]2[CH2:28][NH:27][C@H:26]([C:29]([NH:31][C:32]3[CH:33]=[CH:34][CH:35]=[C:36]([C:38]([OH:40])=[O:39])[CH:37]=3)=[O:30])[CH2:25]2)=[C:21]([C:41]([OH:43])=[O:42])[N:20]2[C@H:16]1[C@@H:17]([C@H:44]([OH:46])[CH3:45])[C:18]2=[O:19].[OH-].[Na+:48], predict the reaction product. The product is: [CH3:14][C@H:15]1[C:22]([S:23][C@@H:24]2[CH2:28][NH:27][C@H:26]([C:29]([NH:31][C:32]3[CH:33]=[CH:34][CH:35]=[C:36]([C:38]([O-:40])=[O:39])[CH:37]=3)=[O:30])[CH2:25]2)=[C:21]([C:41]([OH:43])=[O:42])[N:20]2[C@H:16]1[C@@H:17]([C@H:44]([OH:46])[CH3:45])[C:18]2=[O:19].[Na+:48]. (4) Given the reactants [Si:1]([O:8][CH:9]1[C:14]2[CH:15]=[C:16]([CH:18]=O)[S:17][C:13]=2[CH2:12][CH2:11][CH2:10]1)([C:4]([CH3:7])([CH3:6])[CH3:5])([CH3:3])[CH3:2].Cl.NO.C([N:25](CC)CC)C.C1(N=C=NC2CCCCC2)CCCCC1, predict the reaction product. The product is: [Si:1]([O:8][CH:9]1[C:14]2[CH:15]=[C:16]([C:18]#[N:25])[S:17][C:13]=2[CH2:12][CH2:11][CH2:10]1)([C:4]([CH3:7])([CH3:6])[CH3:5])([CH3:3])[CH3:2].